Dataset: Full USPTO retrosynthesis dataset with 1.9M reactions from patents (1976-2016). Task: Predict the reactants needed to synthesize the given product. (1) Given the product [CH3:14][O:12][N:11]=[C:4]1[C:5]2[C:10](=[CH:9][CH:8]=[CH:7][CH:6]=2)[CH2:1][O:2][C:3]1=[O:13], predict the reactants needed to synthesize it. The reactants are: [CH2:1]1[C:10]2[C:5](=[CH:6][CH:7]=[CH:8][CH:9]=2)[C:4](=[N:11][OH:12])[C:3](=[O:13])[O:2]1.[C:14](=O)([O-])[O-].[K+].[K+].COS(OC)(=O)=O.O. (2) Given the product [NH2:1][C:2]1[N:7]=[CH:6][N:5]=[C:4]2[N:8]([CH:12]([C:14]3[C:15]([O:28][CH2:29][CH3:30])=[C:16]([CH:22]([CH2:45][N+:42]([O-:44])=[O:43])[CH2:23][C:24]([O:26][CH3:27])=[O:25])[C:17]([CH3:21])=[C:18]([Cl:20])[CH:19]=3)[CH3:13])[N:9]=[C:10]([CH3:11])[C:3]=12, predict the reactants needed to synthesize it. The reactants are: [NH2:1][C:2]1[N:7]=[CH:6][N:5]=[C:4]2[N:8]([CH:12]([C:14]3[C:15]([O:28][CH2:29][CH3:30])=[C:16](/[CH:22]=[CH:23]/[C:24]([O:26][CH3:27])=[O:25])[C:17]([CH3:21])=[C:18]([Cl:20])[CH:19]=3)[CH3:13])[N:9]=[C:10]([CH3:11])[C:3]=12.N12CCCN=C1CCCCC2.[N+:42]([CH3:45])([O-:44])=[O:43]. (3) Given the product [Cl:37][C:34]1[CH:33]=[CH:32][C:31]([CH:26]([N:25]2[CH:7]=[CH:6][C:5]3[C:10](=[CH:11][CH:12]=[CH:13][C:4]=3[N+:1]([O-:3])=[O:2])[C:9]2=[O:14])[C:27]([O:29][CH3:30])=[O:28])=[CH:36][CH:35]=1, predict the reactants needed to synthesize it. The reactants are: [N+:1]([C:4]1[CH:13]=[CH:12][CH:11]=[C:10]2[C:5]=1[CH:6]=[CH:7]O[C:9]2=[O:14])([O-:3])=[O:2].CO.C(N(CC)CC)C.Cl.[NH2:25][CH:26]([C:31]1[CH:36]=[CH:35][C:34]([Cl:37])=[CH:33][CH:32]=1)[C:27]([O:29][CH3:30])=[O:28]. (4) Given the product [NH2:1][C:2]1[N:6]([CH3:7])[C:5](=[O:8])[C:4]([C:14]2[CH:19]=[CH:18][CH:17]=[C:16]([OH:20])[CH:15]=2)([C:9]2[CH:13]=[CH:12][NH:11][CH:10]=2)[N:3]=1, predict the reactants needed to synthesize it. The reactants are: [NH2:1][C:2]1[N:6]([CH3:7])[C:5](=[O:8])[C:4]([C:14]2[CH:19]=[CH:18][CH:17]=[C:16]([O:20]CC3C=CC=CC=3)[CH:15]=2)([C:9]2[CH:13]=[CH:12][NH:11][CH:10]=2)[N:3]=1.